Task: Predict the reactants needed to synthesize the given product.. Dataset: Full USPTO retrosynthesis dataset with 1.9M reactions from patents (1976-2016) The reactants are: C([O:4][C@H:5]1[CH2:22][CH2:21][C@@:20]2([CH3:23])[C@@H:7]([CH2:8][CH2:9][C@@H:10]3[C@@H:19]2[CH2:18][CH2:17][C@@:15]2([CH3:16])[C@H:11]3[CH2:12][CH2:13][C:14]2=[O:24])[CH2:6]1)(=O)C.[OH-].[Na+].O. Given the product [OH:4][C@H:5]1[CH2:22][CH2:21][C@@:20]2([CH3:23])[C@@H:7]([CH2:8][CH2:9][C@@H:10]3[C@@H:19]2[CH2:18][CH2:17][C@@:15]2([CH3:16])[C@H:11]3[CH2:12][CH2:13][C:14]2=[O:24])[CH2:6]1, predict the reactants needed to synthesize it.